This data is from Full USPTO retrosynthesis dataset with 1.9M reactions from patents (1976-2016). The task is: Predict the reactants needed to synthesize the given product. (1) Given the product [Br:1][C:2]1[C:3]([Cl:11])=[N:4][CH:5]=[C:6]([CH:10]=1)[C:7]([NH:21][C:18]1[CH:19]=[N:20][C:15]([S:14][C:13]([F:23])([F:22])[F:12])=[CH:16][CH:17]=1)=[O:9], predict the reactants needed to synthesize it. The reactants are: [Br:1][C:2]1[C:3]([Cl:11])=[N:4][CH:5]=[C:6]([CH:10]=1)[C:7]([OH:9])=O.[F:12][C:13]([F:23])([F:22])[S:14][C:15]1[N:20]=[CH:19][C:18]([NH2:21])=[CH:17][CH:16]=1. (2) Given the product [F:35][C:2]1([F:1])[CH2:5][CH:4]([C:6]2[O:10][N:9]=[C:8]([C:11]3[CH:12]=[CH:13][C:14]([CH3:34])=[C:15]([NH:17][C:18]([C:20]4[N:24]5[CH:25]=[C:26]([CH2:29][CH2:30][C:31]([OH:33])([CH3:36])[CH3:32])[CH:27]=[CH:28][C:23]5=[N:22][CH:21]=4)=[O:19])[CH:16]=3)[N:7]=2)[CH2:3]1, predict the reactants needed to synthesize it. The reactants are: [F:1][C:2]1([F:35])[CH2:5][CH:4]([C:6]2[O:10][N:9]=[C:8]([C:11]3[CH:12]=[CH:13][C:14]([CH3:34])=[C:15]([NH:17][C:18]([C:20]4[N:24]5[CH:25]=[C:26]([CH2:29][CH2:30][C:31](=[O:33])[CH3:32])[CH:27]=[CH:28][C:23]5=[N:22][CH:21]=4)=[O:19])[CH:16]=3)[N:7]=2)[CH2:3]1.[CH3:36][Mg]Br. (3) Given the product [CH2:1]([O:3][C:4]([C:6]1([C:9]2[CH:14]=[CH:13][C:12]([C:15]3[CH:20]=[CH:19][C:18]([C:21]4[S:22][C:23]([Cl:29])=[CH:24][C:25]=4[NH:42][C:47]([O:40][C@@H:38]([C:33]4[CH:34]=[CH:35][CH:36]=[CH:37][C:32]=4[CH3:41])[CH3:39])=[O:51])=[CH:17][C:16]=3[O:30][CH3:31])=[CH:11][CH:10]=2)[CH2:7][CH2:8]1)=[O:5])[CH3:2], predict the reactants needed to synthesize it. The reactants are: [CH2:1]([O:3][C:4]([C:6]1([C:9]2[CH:14]=[CH:13][C:12]([C:15]3[CH:20]=[CH:19][C:18]([C:21]4[S:22][C:23]([Cl:29])=[CH:24][C:25]=4C(=O)N)=[CH:17][C:16]=3[O:30][CH3:31])=[CH:11][CH:10]=2)[CH2:8][CH2:7]1)=[O:5])[CH3:2].[C:32]1([CH3:41])[CH:37]=[CH:36][CH:35]=[CH:34][C:33]=1[C@H:38]([OH:40])[CH3:39].[N:42]1[CH:47]=CC=CC=1.FC(F)(F)C(OI(C1C=CC=CC=1)OC(=O)C(F)(F)F)=[O:51]. (4) Given the product [CH:26]1([CH2:25][N:6]2[C:5]3[C:4]([C:29]([NH2:31])=[O:30])=[CH:3][C:2]([B:35]4[O:36][C:37]([CH3:39])([CH3:38])[C:33]([CH3:49])([CH3:32])[O:34]4)=[CH:14][C:13]=3[C:12]3[C:7]2=[CH:8][C:9]([C:15]([N:17]2[CH2:18][C@H:19]([CH3:24])[O:20][C@H:21]([CH3:23])[CH2:22]2)=[O:16])=[CH:10][CH:11]=3)[CH2:28][CH2:27]1, predict the reactants needed to synthesize it. The reactants are: Br[C:2]1[CH:3]=[C:4]([C:29]([NH2:31])=[O:30])[C:5]2[N:6]([CH2:25][CH:26]3[CH2:28][CH2:27]3)[C:7]3[C:12]([C:13]=2[CH:14]=1)=[CH:11][CH:10]=[C:9]([C:15]([N:17]1[CH2:22][C@H:21]([CH3:23])[O:20][C@H:19]([CH3:24])[CH2:18]1)=[O:16])[CH:8]=3.[CH3:32][C:33]1([CH3:49])[C:37]([CH3:39])([CH3:38])[O:36][B:35]([B:35]2[O:36][C:37]([CH3:39])([CH3:38])[C:33]([CH3:49])([CH3:32])[O:34]2)[O:34]1.C([O-])(=O)C.[K+]. (5) Given the product [Cl:11][C:8]1[CH:9]=[CH:10][C:5]2[N:6]([C:2]([C:24]3[CH:25]=[CH:26][C:21]([CH2:20][NH:19][C:17](=[O:18])[O:16][C:12]([CH3:13])([CH3:14])[CH3:15])=[CH:22][CH:23]=3)=[CH:3][N:4]=2)[N:7]=1, predict the reactants needed to synthesize it. The reactants are: Br[C:2]1[N:6]2[N:7]=[C:8]([Cl:11])[CH:9]=[CH:10][C:5]2=[N:4][CH:3]=1.[C:12]([O:16][C:17]([NH:19][CH2:20][C:21]1[CH:26]=[CH:25][C:24](B(O)O)=[CH:23][CH:22]=1)=[O:18])([CH3:15])([CH3:14])[CH3:13].C([O-])([O-])=O.[K+].[K+].